Dataset: Catalyst prediction with 721,799 reactions and 888 catalyst types from USPTO. Task: Predict which catalyst facilitates the given reaction. Reactant: [C:1]1([C@H:7]([NH2:9])[CH3:8])[CH:6]=[CH:5][CH:4]=[CH:3][CH:2]=1.[C:10](O)(=O)C=O.C([O-])([O-])=O.[K+].[K+].[N+:21]([CH:23]([C:34]1[CH:38]=[CH:37][S:36][CH:35]=1)S(C1C=CC(C)=CC=1)(=O)=O)#[C-:22]. Product: [C:1]1([C@H:7]([N:9]2[CH:10]=[C:23]([C:34]3[CH:38]=[CH:37][S:36][CH:35]=3)[N:21]=[CH:22]2)[CH3:8])[CH:6]=[CH:5][CH:4]=[CH:3][CH:2]=1. The catalyst class is: 163.